From a dataset of NCI-60 drug combinations with 297,098 pairs across 59 cell lines. Regression. Given two drug SMILES strings and cell line genomic features, predict the synergy score measuring deviation from expected non-interaction effect. (1) Drug 1: CC1=C2C(C(=O)C3(C(CC4C(C3C(C(C2(C)C)(CC1OC(=O)C(C(C5=CC=CC=C5)NC(=O)OC(C)(C)C)O)O)OC(=O)C6=CC=CC=C6)(CO4)OC(=O)C)O)C)O. Drug 2: C1=CN(C=N1)CC(O)(P(=O)(O)O)P(=O)(O)O. Cell line: UACC62. Synergy scores: CSS=2.69, Synergy_ZIP=-1.12, Synergy_Bliss=0.875, Synergy_Loewe=-5.97, Synergy_HSA=-0.868. (2) Drug 1: CC1C(C(CC(O1)OC2CC(CC3=C2C(=C4C(=C3O)C(=O)C5=C(C4=O)C(=CC=C5)OC)O)(C(=O)C)O)N)O.Cl. Drug 2: CC1=C2C(C(=O)C3(C(CC4C(C3C(C(C2(C)C)(CC1OC(=O)C(C(C5=CC=CC=C5)NC(=O)OC(C)(C)C)O)O)OC(=O)C6=CC=CC=C6)(CO4)OC(=O)C)O)C)O. Cell line: ACHN. Synergy scores: CSS=33.6, Synergy_ZIP=0.935, Synergy_Bliss=1.43, Synergy_Loewe=-0.278, Synergy_HSA=3.31. (3) Drug 1: CN1C2=C(C=C(C=C2)N(CCCl)CCCl)N=C1CCCC(=O)O.Cl. Drug 2: CN(CCCl)CCCl.Cl. Cell line: SK-MEL-5. Synergy scores: CSS=7.44, Synergy_ZIP=-4.11, Synergy_Bliss=2.32, Synergy_Loewe=-12.1, Synergy_HSA=1.98. (4) Synergy scores: CSS=77.4, Synergy_ZIP=5.23, Synergy_Bliss=5.69, Synergy_Loewe=10.8, Synergy_HSA=14.6. Cell line: HT29. Drug 1: C1CC2CC3=C(CC1C24CN(S(=O)(=O)N4)CC(F)(F)F)C=CC(=C3)C=CCN5CCC(CC5)C(F)(F)F. Drug 2: CC1=C(C(=O)C2=C(C1=O)N3CC4C(C3(C2COC(=O)N)OC)N4)N. (5) Drug 2: COCCOC1=C(C=C2C(=C1)C(=NC=N2)NC3=CC=CC(=C3)C#C)OCCOC.Cl. Drug 1: C1=CC(=CC=C1CCCC(=O)O)N(CCCl)CCCl. Synergy scores: CSS=34.1, Synergy_ZIP=-6.66, Synergy_Bliss=-5.47, Synergy_Loewe=-7.25, Synergy_HSA=-6.98. Cell line: SF-268. (6) Drug 1: CN1C2=C(C=C(C=C2)N(CCCl)CCCl)N=C1CCCC(=O)O.Cl. Drug 2: C(CC(=O)O)C(=O)CN.Cl. Cell line: SF-268. Synergy scores: CSS=12.0, Synergy_ZIP=-4.58, Synergy_Bliss=1.44, Synergy_Loewe=-7.97, Synergy_HSA=-0.753. (7) Drug 1: CC1=C(C(=CC=C1)Cl)NC(=O)C2=CN=C(S2)NC3=CC(=NC(=N3)C)N4CCN(CC4)CCO. Drug 2: CC(C)(C#N)C1=CC(=CC(=C1)CN2C=NC=N2)C(C)(C)C#N. Cell line: DU-145. Synergy scores: CSS=-3.87, Synergy_ZIP=3.98, Synergy_Bliss=4.21, Synergy_Loewe=-2.81, Synergy_HSA=-3.03.